The task is: Predict which catalyst facilitates the given reaction.. This data is from Catalyst prediction with 721,799 reactions and 888 catalyst types from USPTO. (1) Reactant: Cl[C:2]1[N:11]=[CH:10][C:9]2[N:8]([CH2:12][CH:13]3[CH2:15][CH2:14]3)[C:7](=[O:16])[C@@:6]3([CH3:22])[CH2:17][O:18][CH:19]([CH3:21])[CH2:20][N:5]3[C:4]=2[N:3]=1.[CH3:23][NH:24][C:25]([NH:27][C:28]1[CH:33]=[CH:32][C:31](B2OC(C)(C)C(C)(C)O2)=[CH:30][CH:29]=1)=[O:26].O1CCOCC1.C([O-])(O)=O.[Na+]. Product: [CH:13]1([CH2:12][N:8]2[C:7](=[O:16])[C@@:6]3([CH3:22])[CH2:17][O:18][C@H:19]([CH3:21])[CH2:20][N:5]3[C:4]3[N:3]=[C:2]([C:31]4[CH:30]=[CH:29][C:28]([NH:27][C:25]([NH:24][CH3:23])=[O:26])=[CH:33][CH:32]=4)[N:11]=[CH:10][C:9]2=3)[CH2:15][CH2:14]1. The catalyst class is: 5. (2) Reactant: [CH2:1]([O:5]/[CH:6]=[CH:7]/[C:8]1[C:13]([C:14]([O:16][CH3:17])=[O:15])=[N:12][CH:11]=[C:10]2[N:18](S(C3C=CC=CC=3)(=O)=O)[CH:19]=[CH:20][C:9]=12)[CH2:2][CH2:3][CH3:4].C[O-].[Na+]. Product: [CH2:1]([O:5]/[CH:6]=[CH:7]/[C:8]1[C:13]([C:14]([O:16][CH3:17])=[O:15])=[N:12][CH:11]=[C:10]2[NH:18][CH:19]=[CH:20][C:9]=12)[CH2:2][CH2:3][CH3:4]. The catalyst class is: 5.